Dataset: Full USPTO retrosynthesis dataset with 1.9M reactions from patents (1976-2016). Task: Predict the reactants needed to synthesize the given product. (1) Given the product [F:43][C:23]1[CH:22]=[C:21]([C:14]2[CH:13]=[N:12][C:11]3[C:16](=[CH:17][C:18]([O:19][CH3:20])=[C:9]([OH:8])[CH:10]=3)[N:15]=2)[CH:26]=[CH:25][C:24]=1[CH2:27][C:28]([NH:30][C:31]1[CH:35]=[C:34]([C:36]2([C:39]([F:40])([F:41])[F:42])[CH2:38][CH2:37]2)[O:33][N:32]=1)=[O:29], predict the reactants needed to synthesize it. The reactants are: C([O:8][C:9]1[CH:10]=[C:11]2[C:16](=[CH:17][C:18]=1[O:19][CH3:20])[N:15]=[C:14]([C:21]1[CH:26]=[CH:25][C:24]([CH2:27][C:28]([NH:30][C:31]3[CH:35]=[C:34]([C:36]4([C:39]([F:42])([F:41])[F:40])[CH2:38][CH2:37]4)[O:33][N:32]=3)=[O:29])=[C:23]([F:43])[CH:22]=1)[CH:13]=[N:12]2)C1C=CC=CC=1. (2) Given the product [CH2:15]([N:22]1[CH2:26][CH2:25][C:24]([C:2]2[CH:7]=[CH:6][C:5]([F:8])=[C:4]([F:9])[CH:3]=2)([OH:27])[CH2:23]1)[C:16]1[CH:17]=[CH:18][CH:19]=[CH:20][CH:21]=1, predict the reactants needed to synthesize it. The reactants are: Br[C:2]1[CH:7]=[CH:6][C:5]([F:8])=[C:4]([F:9])[CH:3]=1.C([Li])CCC.[CH2:15]([N:22]1[CH2:26][CH2:25][C:24](=[O:27])[CH2:23]1)[C:16]1[CH:21]=[CH:20][CH:19]=[CH:18][CH:17]=1.O. (3) Given the product [F:20][C:19]([F:22])([F:21])[C:16]1[CH:17]=[CH:18][C:13]([N:10]2[CH:11]=[N:12][C:8]([C:5]3[CH:6]=[CH:7][C:2]([C:33]#[C:32][CH2:31][CH2:30][OH:34])=[CH:3][CH:4]=3)=[N:9]2)=[CH:14][CH:15]=1, predict the reactants needed to synthesize it. The reactants are: Br[C:2]1[CH:7]=[CH:6][C:5]([C:8]2[N:12]=[CH:11][N:10]([C:13]3[CH:18]=[CH:17][C:16]([C:19]([F:22])([F:21])[F:20])=[CH:15][CH:14]=3)[N:9]=2)=[CH:4][CH:3]=1.C(N(CC)CC)C.[CH2:30]([OH:34])[CH2:31][C:32]#[CH:33]. (4) Given the product [Br:1][C:2]1[CH:9]=[C:6]2[C:5](=[CH:4][CH:3]=1)[NH:12][N:11]=[C:7]2[NH2:8], predict the reactants needed to synthesize it. The reactants are: [Br:1][C:2]1[CH:3]=[CH:4][C:5](F)=[C:6]([CH:9]=1)[C:7]#[N:8].[NH2:11][NH2:12]. (5) Given the product [Br:1][C:2]1[CH:7]=[CH:6][C:5]([O:8][CH:9]2[CH2:14][CH2:13][N:12]([C:15]([O:17][CH2:18][C:19]([NH:25][CH3:24])=[O:21])=[O:16])[CH2:11][CH2:10]2)=[CH:4][CH:3]=1, predict the reactants needed to synthesize it. The reactants are: [Br:1][C:2]1[CH:7]=[CH:6][C:5]([O:8][CH:9]2[CH2:14][CH2:13][N:12]([C:15]([O:17][CH2:18][C:19]([O:21]CC)=O)=[O:16])[CH2:11][CH2:10]2)=[CH:4][CH:3]=1.[CH3:24][NH2:25].